This data is from Peptide-MHC class I binding affinity with 185,985 pairs from IEDB/IMGT. The task is: Regression. Given a peptide amino acid sequence and an MHC pseudo amino acid sequence, predict their binding affinity value. This is MHC class I binding data. (1) The peptide sequence is NHINVELQL. The MHC is HLA-B38:01 with pseudo-sequence HLA-B38:01. The binding affinity (normalized) is 0.333. (2) The peptide sequence is TLNHVLALK. The MHC is HLA-A02:01 with pseudo-sequence HLA-A02:01. The binding affinity (normalized) is 0. (3) The peptide sequence is ALFMHFRGGCI. The MHC is Mamu-A02 with pseudo-sequence Mamu-A02. The binding affinity (normalized) is 0.109.